From a dataset of Catalyst prediction with 721,799 reactions and 888 catalyst types from USPTO. Predict which catalyst facilitates the given reaction. (1) Reactant: Br[C:2]1[CH:8]=[CH:7][C:5]([NH2:6])=[CH:4][C:3]=1[Cl:9].[Cl:10][C:11]1[CH:16]=[CH:15][C:14](B(O)O)=[CH:13][CH:12]=1.C([O-])([O-])=O.[K+].[K+].O. Product: [Cl:9][C:3]1[CH:4]=[C:5]([NH2:6])[CH:7]=[CH:8][C:2]=1[C:14]1[CH:15]=[CH:16][C:11]([Cl:10])=[CH:12][CH:13]=1. The catalyst class is: 800. (2) Reactant: [CH3:1][C:2]1[C:7]([C:8]2[CH:9]=[N:10][C:11]([NH2:14])=[CH:12][CH:13]=2)=[CH:6][CH:5]=[C:4]([NH:15][C:16]([C:29]2[CH:34]=[CH:33][CH:32]=[CH:31][CH:30]=2)([C:23]2[CH:28]=[CH:27][CH:26]=[CH:25][CH:24]=2)[C:17]2[CH:22]=[CH:21][CH:20]=[CH:19][CH:18]=2)[N:3]=1.C1([O:41][C:42](=O)[NH:43][C:44]2[CH:48]=[C:47]([C:49]([CH3:52])([CH3:51])[CH3:50])[O:46][N:45]=2)C=CC=CC=1. Product: [C:49]([C:47]1[O:46][N:45]=[C:44]([NH:43][C:42]([NH:14][C:11]2[N:10]=[CH:9][C:8]([C:7]3[C:2]([CH3:1])=[N:3][C:4]([NH:15][C:16]([C:29]4[CH:34]=[CH:33][CH:32]=[CH:31][CH:30]=4)([C:23]4[CH:24]=[CH:25][CH:26]=[CH:27][CH:28]=4)[C:17]4[CH:22]=[CH:21][CH:20]=[CH:19][CH:18]=4)=[CH:5][CH:6]=3)=[CH:13][CH:12]=2)=[O:41])[CH:48]=1)([CH3:52])([CH3:50])[CH3:51]. The catalyst class is: 241. (3) Reactant: [C:1]([O:5][C:6]([N:8]1[CH2:12][CH:11]([O:13][C:14]2[CH:19]=[C:18]([N+:20]([O-:22])=[O:21])[CH:17]=[C:16]([F:23])[CH:15]=2)[CH2:10][CH:9]1[CH2:24][OH:25])=[O:7])([CH3:4])([CH3:3])[CH3:2].[CH3:26]I.[H-].[Na+]. Product: [C:1]([O:5][C:6]([N:8]1[CH2:12][CH:11]([O:13][C:14]2[CH:19]=[C:18]([N+:20]([O-:22])=[O:21])[CH:17]=[C:16]([F:23])[CH:15]=2)[CH2:10][CH:9]1[CH2:24][O:25][CH3:26])=[O:7])([CH3:4])([CH3:3])[CH3:2]. The catalyst class is: 3.